Dataset: Full USPTO retrosynthesis dataset with 1.9M reactions from patents (1976-2016). Task: Predict the reactants needed to synthesize the given product. The reactants are: C([O:3][C:4](=O)[CH2:5][NH:6][C@@H:7]([C:29]([CH3:32])([CH3:31])[CH3:30])[C:8]([N:10]1[CH2:14][C:13]([C:15]2[CH:20]=[C:19]([F:21])[CH:18]=[CH:17][C:16]=2[F:22])=[CH:12][C@H:11]1[C:23]1[CH:28]=[CH:27][CH:26]=[CH:25][CH:24]=1)=[O:9])C.[CH2:34]([NH2:36])[CH3:35]. Given the product [C:29]([C@H:7]([NH:6][CH2:5][C:4]([NH:36][CH2:34][CH3:35])=[O:3])[C:8]([N:10]1[CH2:14][C:13]([C:15]2[CH:20]=[C:19]([F:21])[CH:18]=[CH:17][C:16]=2[F:22])=[CH:12][C@H:11]1[C:23]1[CH:24]=[CH:25][CH:26]=[CH:27][CH:28]=1)=[O:9])([CH3:31])([CH3:32])[CH3:30], predict the reactants needed to synthesize it.